From a dataset of NCI-60 drug combinations with 297,098 pairs across 59 cell lines. Regression. Given two drug SMILES strings and cell line genomic features, predict the synergy score measuring deviation from expected non-interaction effect. (1) Drug 1: CC1OCC2C(O1)C(C(C(O2)OC3C4COC(=O)C4C(C5=CC6=C(C=C35)OCO6)C7=CC(=C(C(=C7)OC)O)OC)O)O. Drug 2: C1C(C(OC1N2C=NC(=NC2=O)N)CO)O. Cell line: SN12C. Synergy scores: CSS=21.9, Synergy_ZIP=-9.83, Synergy_Bliss=-10.1, Synergy_Loewe=-12.9, Synergy_HSA=-9.60. (2) Drug 1: CC1=C2C(C(=O)C3(C(CC4C(C3C(C(C2(C)C)(CC1OC(=O)C(C(C5=CC=CC=C5)NC(=O)OC(C)(C)C)O)O)OC(=O)C6=CC=CC=C6)(CO4)OC(=O)C)OC)C)OC. Drug 2: C1=C(C(=O)NC(=O)N1)N(CCCl)CCCl. Cell line: A498. Synergy scores: CSS=40.2, Synergy_ZIP=-3.35, Synergy_Bliss=-0.130, Synergy_Loewe=-0.439, Synergy_HSA=4.88. (3) Drug 1: CC1=CC2C(CCC3(C2CCC3(C(=O)C)OC(=O)C)C)C4(C1=CC(=O)CC4)C. Drug 2: C1C(C(OC1N2C=C(C(=O)NC2=O)F)CO)O. Cell line: SK-OV-3. Synergy scores: CSS=45.1, Synergy_ZIP=9.59, Synergy_Bliss=7.58, Synergy_Loewe=-12.8, Synergy_HSA=7.62. (4) Drug 1: C1CCN(CC1)CCOC2=CC=C(C=C2)C(=O)C3=C(SC4=C3C=CC(=C4)O)C5=CC=C(C=C5)O. Drug 2: C1=CC(=CC=C1CCCC(=O)O)N(CCCl)CCCl. Cell line: A498. Synergy scores: CSS=20.0, Synergy_ZIP=-6.85, Synergy_Bliss=-2.12, Synergy_Loewe=-3.24, Synergy_HSA=-2.66. (5) Drug 1: C1CN1C2=NC(=NC(=N2)N3CC3)N4CC4. Drug 2: C1=CC(=CC=C1CCC2=CNC3=C2C(=O)NC(=N3)N)C(=O)NC(CCC(=O)O)C(=O)O. Cell line: UACC-257. Synergy scores: CSS=25.5, Synergy_ZIP=-11.3, Synergy_Bliss=2.19, Synergy_Loewe=-3.69, Synergy_HSA=4.29. (6) Drug 1: CCN(CC)CCNC(=O)C1=C(NC(=C1C)C=C2C3=C(C=CC(=C3)F)NC2=O)C. Drug 2: C(CCl)NC(=O)N(CCCl)N=O. Cell line: MOLT-4. Synergy scores: CSS=18.5, Synergy_ZIP=-5.43, Synergy_Bliss=-7.28, Synergy_Loewe=-1.25, Synergy_HSA=-4.32. (7) Synergy scores: CSS=-3.22, Synergy_ZIP=6.39, Synergy_Bliss=-5.13, Synergy_Loewe=-5.11, Synergy_HSA=-7.12. Drug 1: CCCS(=O)(=O)NC1=C(C(=C(C=C1)F)C(=O)C2=CNC3=C2C=C(C=N3)C4=CC=C(C=C4)Cl)F. Drug 2: CCCS(=O)(=O)NC1=C(C(=C(C=C1)F)C(=O)C2=CNC3=C2C=C(C=N3)C4=CC=C(C=C4)Cl)F. Cell line: EKVX.